This data is from Catalyst prediction with 721,799 reactions and 888 catalyst types from USPTO. The task is: Predict which catalyst facilitates the given reaction. (1) Reactant: [F:1][C:2]1[CH:3]=[CH:4][C:5]2[N:14]([CH3:15])[CH2:13][C:12]3[C:8]4[C:9](=[N:16][CH:17]=[CH:18][C:7]=4[C:6]=2[CH:19]=1)[NH:10][CH:11]=3.[H-].[Na+].[C:22]1([CH3:32])[CH:27]=[CH:26][C:25]([S:28](Cl)(=[O:30])=[O:29])=[CH:24][CH:23]=1.O. Product: [F:1][C:2]1[CH:3]=[CH:4][C:5]2[N:14]([CH3:15])[CH2:13][C:12]3[C:8]4[C:9](=[N:16][CH:17]=[CH:18][C:7]=4[C:6]=2[CH:19]=1)[N:10]([S:28]([C:25]1[CH:26]=[CH:27][C:22]([CH3:32])=[CH:23][CH:24]=1)(=[O:30])=[O:29])[CH:11]=3. The catalyst class is: 9. (2) Reactant: Cl[C:2]1[CH:7]=[CH:6][N:5]2[C:8]([C:11]([NH:13][C:14]3[CH:22]=[CH:21][CH:20]=[C:19]4[C:15]=3[C:16]([CH:31]3[CH2:33][CH2:32]3)=[N:17][N:18]4[CH2:23][C:24]3[CH:29]=[CH:28][CH:27]=[C:26]([CH3:30])[N:25]=3)=[O:12])=[CH:9][N:10]=[C:4]2[CH:3]=1.[CH:34]([O:36][CH2:37][CH2:38][O:39][CH2:40][CH2:41][OH:42])=[CH2:35].[OH-].[K+].[Na+].[Cl-]. Product: [CH:31]1([C:16]2[C:15]3[C:19](=[CH:20][CH:21]=[CH:22][C:14]=3[NH:13][C:11]([C:8]3[N:5]4[CH:6]=[CH:7][C:2]([O:42][CH2:41][CH2:40][O:39][CH2:38][CH2:37][O:36][CH:34]=[CH2:35])=[CH:3][C:4]4=[N:10][CH:9]=3)=[O:12])[N:18]([CH2:23][C:24]3[CH:29]=[CH:28][CH:27]=[C:26]([CH3:30])[N:25]=3)[N:17]=2)[CH2:33][CH2:32]1. The catalyst class is: 58. (3) Reactant: [Br:1][C:2]1[CH:3]=[C:4]2[C:8](=[CH:9][CH:10]=1)[NH:7][CH:6]=[C:5]2[CH:11]([NH:16][C:17]([C:19]1[C:27]2[C:22](=[CH:23][CH:24]=[C:25]([Br:28])[CH:26]=2)[NH:21][CH:20]=1)=[O:18])[C:12]([O:14]C)=[O:13].O.[OH-].[Li+]. Product: [Br:1][C:2]1[CH:3]=[C:4]2[C:8](=[CH:9][CH:10]=1)[NH:7][CH:6]=[C:5]2[CH:11]([NH:16][C:17]([C:19]1[C:27]2[C:22](=[CH:23][CH:24]=[C:25]([Br:28])[CH:26]=2)[NH:21][CH:20]=1)=[O:18])[C:12]([OH:14])=[O:13]. The catalyst class is: 24. (4) Reactant: C1C(=O)N([Br:8])C(=O)C1.[Br:9][C:10]1[CH:19]=[C:18]([CH3:20])[CH:17]=[CH:16][C:11]=1[C:12]([O:14][CH3:15])=[O:13]. Product: [Br:9][C:10]1[CH:19]=[C:18]([CH2:20][Br:8])[CH:17]=[CH:16][C:11]=1[C:12]([O:14][CH3:15])=[O:13]. The catalyst class is: 53. (5) Reactant: [C:1]([C:3]1[C:4]([S:20][CH2:21][C:22]([NH2:24])=[O:23])=[N:5][C:6]([S:18][CH3:19])=[N:7][C:8]=1[C:9]1[CH:14]=[CH:13][CH:12]=[C:11]([N+:15]([O-:17])=[O:16])[CH:10]=1)#[N:2].CC[O-].[Na+].Cl. Product: [NH2:2][C:1]1[C:3]2[C:8]([C:9]3[CH:14]=[CH:13][CH:12]=[C:11]([N+:15]([O-:17])=[O:16])[CH:10]=3)=[N:7][C:6]([S:18][CH3:19])=[N:5][C:4]=2[S:20][C:21]=1[C:22]([NH2:24])=[O:23]. The catalyst class is: 8. (6) Reactant: Br[C:2]1[CH:3]=[N:4][CH:5]=[C:6]2[C:11]=1[N:10]=[C:9]([C:12]([NH2:14])=[O:13])[CH:8]=[CH:7]2.[N:15]1([C:20]2[CH:25]=[CH:24][C:23](B(O)O)=[CH:22][CH:21]=2)[CH:19]=[CH:18][CH:17]=[N:16]1.C(=O)([O-])[O-].[Cs+].[Cs+]. Product: [N:15]1([C:20]2[CH:21]=[CH:22][C:23]([C:2]3[CH:3]=[N:4][CH:5]=[C:6]4[C:11]=3[N:10]=[C:9]([C:12]([NH2:14])=[O:13])[CH:8]=[CH:7]4)=[CH:24][CH:25]=2)[CH:19]=[CH:18][CH:17]=[N:16]1. The catalyst class is: 688.